This data is from Catalyst prediction with 721,799 reactions and 888 catalyst types from USPTO. The task is: Predict which catalyst facilitates the given reaction. (1) Reactant: [CH:1]1[N:5]=[C:4]([NH2:6])[S:3][CH:2]=1.[C:7](N1C=CN=C1)(N1C=CN=C1)=[O:8].[CH:19]1([NH:25][CH:26]2[CH2:31][CH2:30][CH2:29][CH2:28][CH2:27]2)[CH2:24][CH2:23][CH2:22][CH2:21][CH2:20]1. Product: [CH:26]1([N:25]([CH:19]2[CH2:20][CH2:21][CH2:22][CH2:23][CH2:24]2)[C:7]([NH:6][C:4]2[S:3][CH:2]=[CH:1][N:5]=2)=[O:8])[CH2:27][CH2:28][CH2:29][CH2:30][CH2:31]1. The catalyst class is: 96. (2) Reactant: [CH2:1]([O:3][C:4]([C:6]1([CH2:19][CH2:20][O:21][CH3:22])[CH2:11][CH2:10][N:9](C(OC(C)(C)C)=O)[CH2:8][CH2:7]1)=[O:5])[CH3:2].FC(F)(F)C(O)=O.[OH-].[Na+]. The catalyst class is: 2. Product: [CH2:1]([O:3][C:4]([C:6]1([CH2:19][CH2:20][O:21][CH3:22])[CH2:7][CH2:8][NH:9][CH2:10][CH2:11]1)=[O:5])[CH3:2].